Dataset: Drug-target binding data from BindingDB using IC50 measurements. Task: Regression. Given a target protein amino acid sequence and a drug SMILES string, predict the binding affinity score between them. We predict pIC50 (pIC50 = -log10(IC50 in M); higher means more potent). Dataset: bindingdb_ic50. (1) The small molecule is CNC(=O)c1cccc(-c2ccc([C@@H](O)[C@H]3O[C@H](CO)[C@@H](O)[C@H](O)[C@@H]3O)cc2)c1. The target protein sequence is MKRVITLFAVLLMGWSVNAWSFACKTANGTAIPIGGGSANVYVNLAPAVNVGQNLVVDLSTQIFCHNDYPETITDYVTLQRGAAYGGVLSSFSGTVKYNGSSYPFPTTSETPRVVYNSRTDKPWPVALYLTPVSSAGGVAIKAGSLIAVLILRQTNNYNSDDFQFVWNIYANNDVVVPTGGCDVSARDVTVTLPDYPGSVPIPLTVYCAKSQNLGYYLSGTTADAGNSIFTNTASFSPAQGVGVQLTRNGTIIPANNTVSLGAVGTSAVSLGLTANYARTGGQVTAGNVQSIIGVTFVYQ. The pIC50 is 6.0. (2) The drug is O=C(O)CCC(=O)N1N=C(c2c(-c3ccccc3)c3cc(Cl)ccc3[nH]c2=O)CC1c1ccc(C(F)(F)F)cc1. The target protein (Q00960) has sequence MKPSAECCSPKFWLVLAVLAVSGSKARSQKSPPSIGIAVILVGTSDEVAIKDAHEKDDFHHLSVVPRVELVAMNETDPKSIITRICDLMSDRKIQGVVFADDTDQEAIAQILDFISAQTLTPILGIHGGSSMIMADKDESSMFFQFGPSIEQQASVMLNIMEEYDWYIFSIVTTYFPGYQDFVNKIRSTIENSFVGWELEEVLLLDMSLDDGDSKIQNQLKKLQSPIILLYCTKEEATYIFEVANSVGLTGYGYTWIVPSLVAGDTDTVPSEFPTGLISVSYDEWDYGLPARVRDGIAIITTAASDMLSEHSFIPEPKSSCYNTHEKRIYQSNMLNRYLINVTFEGRNLSFSEDGYQMHPKLVIILLNKERKWERVGKWKDKSLQMKYYVWPRMCPETEEQEDDHLSIVTLEEAPFVIVESVDPLSGTCMRNTVPCQKRIISENKTDEEPGYIKKCCKGFCIDILKKISKSVKFTYDLYLVTNGKHGKKINGTWNGMIGE.... The pIC50 is 4.3. (3) The compound is Cc1c(CCC(=O)O)c(=O)oc2c(C)c(OCc3ccc(-c4ccc(Cl)cc4)cc3)ccc12. The target protein sequence is MSDVMADRTPPHNIEAEQAVLGAILIDQDALTSASELLVPDSFYRTKHQKIFEVMLGLSDKGEPIDLVMMTSAMADQGLLEEVGGVSYLAELAEVVPTAANVEYYARIIAEKALLRRLIRTATHIVSDGYEREDDVDGLLNEAEKKILEVSHQTNAKAFQNIKDVLVDAYDKIELLHNQKGEVTGIPTGFTELDKMTAGFQRNDLIIVAARPSVGKTAFSLNIAQNVATKTDENVAIFSLEMGADQLVMRMLCAEGNIDAQRLRTGSLTSDDWAKLTMAMGSLSNAGIYIDDTPGIKVNEIRAKCRRLKQEQGLGMILIDYLQLIQGSGKSGENRQQEVSEISRTLKGIARELQVPVIALSQLSRGVESRQDKRPMMSDIRESGSIEQDADIVAFLYREDYYDRETENKNTIEIIIAKQRNGPVGSVELAFVKEFNKFVNLERRFEDGHAPPA. The pIC50 is 5.8.